Dataset: Retrosynthesis with 50K atom-mapped reactions and 10 reaction types from USPTO. Task: Predict the reactants needed to synthesize the given product. (1) The reactants are: COc1ccc(C(=O)Nc2cccc(C(C)(C)CN)c2)cc1OC.O=C(O)c1cnc2ccccn12. Given the product COc1ccc(C(=O)Nc2cccc(C(C)(C)CNC(=O)c3cnc4ccccn34)c2)cc1OC, predict the reactants needed to synthesize it. (2) Given the product COC(=O)CC1CCCCCC1N1CCNCC1, predict the reactants needed to synthesize it. The reactants are: COC(=O)CC1CCCCCC1N1CCN(Cc2ccccc2)CC1. (3) Given the product O=C(O)CN1CCC(O)CC1, predict the reactants needed to synthesize it. The reactants are: O=C(CN1CCC(O)CC1)OCc1ccccc1. (4) Given the product CN(C)c1ccc(C(=O)N2C3CCC2CC(O)C3)cc1, predict the reactants needed to synthesize it. The reactants are: CN(C)c1ccc(C(=O)N2C3CCC2CC(=O)C3)cc1. (5) The reactants are: CC(C)CCn1ccc(-c2ccn3ncc(Br)c3n2)cc1=O.COc1ncccc1B(O)O. Given the product COc1ncccc1-c1cnn2ccc(-c3ccn(CCC(C)C)c(=O)c3)nc12, predict the reactants needed to synthesize it. (6) Given the product Cc1c(NC(=O)c2cccc(OCCN)c2)c2ccccn2c1C(=O)c1ccc(NC(=O)C(F)(F)F)c(C(=O)OCc2ccccc2)c1, predict the reactants needed to synthesize it. The reactants are: Cc1c(NC(=O)c2cccc(OCCNC(=O)OC(C)(C)C)c2)c2ccccn2c1C(=O)c1ccc(NC(=O)C(F)(F)F)c(C(=O)OCc2ccccc2)c1. (7) Given the product C=CCC(CC)(C(=O)c1ccc(N(C)CCO)cc1)N(C)C, predict the reactants needed to synthesize it. The reactants are: C=CCC(CC)(C(=O)c1ccc(NCCO)cc1)N(C)C.C=O. (8) Given the product COC(=O)c1cc(F)cc([N+](=O)[O-])c1CN=[N+]=[N-], predict the reactants needed to synthesize it. The reactants are: COC(=O)c1cc(F)cc([N+](=O)[O-])c1CBr.[N-]=[N+]=[N-].